Dataset: Reaction yield outcomes from USPTO patents with 853,638 reactions. Task: Predict the reaction yield, written as a fraction of the theoretical maximum amount of product (1.0 means a 100% yield; for example, 0.34 means a 34% yield). (1) The reactants are [CH3:1][O:2][C:3]1[CH:4]=[C:5]([C:13]2[N:22]=[C:21]([C:23](O)=[O:24])[C:20]3[C:15](=[CH:16][CH:17]=[CH:18][CH:19]=3)[N:14]=2)[CH:6]=[C:7]([O:11][CH3:12])[C:8]=1[O:9][CH3:10].Cl.[CH3:27][O:28][C:29]1[CH:38]=[C:37]([O:39][CH3:40])[CH:36]=[C:35]2[C:30]=1[CH2:31][CH2:32][NH:33][CH2:34]2. No catalyst specified. The product is [CH3:12][O:11][C:7]1[CH:6]=[C:5]([C:13]2[N:22]=[C:21]([C:23]([N:33]3[CH2:32][CH2:31][C:30]4[C:35](=[CH:36][C:37]([O:39][CH3:40])=[CH:38][C:29]=4[O:28][CH3:27])[CH2:34]3)=[O:24])[C:20]3[C:15](=[CH:16][CH:17]=[CH:18][CH:19]=3)[N:14]=2)[CH:4]=[C:3]([O:2][CH3:1])[C:8]=1[O:9][CH3:10]. The yield is 0.333. (2) The reactants are Br[C:2]1[CH:11]=[C:10]2[C:5]([CH:6]=[C:7]([NH:12][C:13]([CH:15]3[CH2:17][CH2:16]3)=[O:14])[N:8]=[CH:9]2)=[CH:4][CH:3]=1.[CH3:18][N:19]1[CH2:24][CH2:23][NH:22][CH2:21][CH2:20]1.CC(C1C=C(C(C)C)C(C2C=CC=CC=2P(C2CCCCC2)C2CCCCC2)=C(C(C)C)C=1)C.C(=O)([O-])[O-].[Cs+].[Cs+]. The catalyst is C([O-])(=O)C.[Pd+2].C([O-])(=O)C.CN(C)C(=O)C. The product is [CH3:18][N:19]1[CH2:24][CH2:23][N:22]([C:2]2[CH:11]=[C:10]3[C:5]([CH:6]=[C:7]([NH:12][C:13]([CH:15]4[CH2:17][CH2:16]4)=[O:14])[N:8]=[CH:9]3)=[CH:4][CH:3]=2)[CH2:21][CH2:20]1. The yield is 0.410.